This data is from Forward reaction prediction with 1.9M reactions from USPTO patents (1976-2016). The task is: Predict the product of the given reaction. (1) Given the reactants I[C:2]1[C:3]([O:20][CH3:21])=[CH:4][C:5]([CH:17]([CH3:19])[CH3:18])=[C:6]([CH:16]=1)[O:7][C:8]1[C:9]([NH2:15])=[N:10][C:11]([NH2:14])=[N:12][CH:13]=1.[C:22]([O-:25])(=O)[CH3:23].[K+].S1[CH:31]=[CH:30]N=C1, predict the reaction product. The product is: [O:25]1[CH:22]=[CH:23][CH:31]=[C:30]1[C:2]1[C:3]([O:20][CH3:21])=[CH:4][C:5]([CH:17]([CH3:19])[CH3:18])=[C:6]([CH:16]=1)[O:7][C:8]1[C:9]([NH2:15])=[N:10][C:11]([NH2:14])=[N:12][CH:13]=1. (2) Given the reactants [CH3:1][O:2][C:3]1[CH:4]=[CH:5][C:6]2[NH:12][C:11](=[O:13])[N:10]([CH:14]3[CH2:19][CH2:18][N:17]([C:20]4[N:25]=[CH:24][N:23]=[C:22]([C:26](O)=[O:27])[CH:21]=4)[CH2:16][CH2:15]3)[CH2:9][CH2:8][C:7]=2[CH:29]=1.[F:30][C:31]1[CH:32]=[C:33]2[C:37](=[CH:38][CH:39]=1)[NH:36][CH2:35][CH:34]2[CH3:40].CN(C(ON1N=NC2C=CC=CC1=2)=[N+](C)C)C.[B-](F)(F)(F)F, predict the reaction product. The product is: [F:30][C:31]1[CH:32]=[C:33]2[C:37](=[CH:38][CH:39]=1)[N:36]([C:26]([C:22]1[N:23]=[CH:24][N:25]=[C:20]([N:17]3[CH2:18][CH2:19][CH:14]([N:10]4[CH2:9][CH2:8][C:7]5[CH:29]=[C:3]([O:2][CH3:1])[CH:4]=[CH:5][C:6]=5[NH:12][C:11]4=[O:13])[CH2:15][CH2:16]3)[CH:21]=1)=[O:27])[CH2:35][CH:34]2[CH3:40].